This data is from Full USPTO retrosynthesis dataset with 1.9M reactions from patents (1976-2016). The task is: Predict the reactants needed to synthesize the given product. (1) Given the product [CH2:27]([O:26][C:23]1[N:22]=[CH:21][C:20]([C:17]2[CH:18]=[CH:19][C:14]([C:13]([NH:12][CH:4]([CH2:5][C:6]3[CH:11]=[CH:10][CH:9]=[CH:8][CH:7]=3)[C:3]([O-:35])=[O:2])=[O:34])=[CH:15][CH:16]=2)=[CH:25][CH:24]=1)[C:28]1[CH:29]=[CH:30][CH:31]=[CH:32][CH:33]=1.[Na+:37], predict the reactants needed to synthesize it. The reactants are: C[O:2][C:3](=[O:35])[CH:4]([NH:12][C:13](=[O:34])[C:14]1[CH:19]=[CH:18][C:17]([C:20]2[CH:21]=[N:22][C:23]([O:26][CH2:27][C:28]3[CH:33]=[CH:32][CH:31]=[CH:30][CH:29]=3)=[CH:24][CH:25]=2)=[CH:16][CH:15]=1)[CH2:5][C:6]1[CH:11]=[CH:10][CH:9]=[CH:8][CH:7]=1.[OH-].[Na+:37]. (2) Given the product [C:1]([O:5][C:6](=[O:39])[NH:7][C:8]1([C:12]2[CH:17]=[CH:16][C:15]([C:18]3[N:19]=[C:20]4[CH:25]=[C:24]([C:26](=[O:31])[CH3:40])[CH:23]=[CH:22][N:21]4[C:32]=3[C:33]3[CH:38]=[CH:37][CH:36]=[CH:35][CH:34]=3)=[CH:14][CH:13]=2)[CH2:11][CH2:10][CH2:9]1)([CH3:3])([CH3:2])[CH3:4], predict the reactants needed to synthesize it. The reactants are: [C:1]([O:5][C:6](=[O:39])[NH:7][C:8]1([C:12]2[CH:17]=[CH:16][C:15]([C:18]3[N:19]=[C:20]4[CH:25]=[C:24]([C:26](=[O:31])N(OC)C)[CH:23]=[CH:22][N:21]4[C:32]=3[C:33]3[CH:38]=[CH:37][CH:36]=[CH:35][CH:34]=3)=[CH:14][CH:13]=2)[CH2:11][CH2:10][CH2:9]1)([CH3:4])([CH3:3])[CH3:2].[CH3:40][Mg]Cl.[NH4+].[Cl-]. (3) Given the product [CH:17]1([C:15]2[S:14][C:9]3[N:10]=[C:11]([CH3:13])[N:12]=[C:7]([CH2:6][N:32]([CH3:31])[CH:23]4[CH2:24][CH2:25][CH2:26][CH2:27]4)[C:8]=3[CH:16]=2)[CH2:22][CH2:21][CH2:20][CH2:19][CH2:18]1, predict the reactants needed to synthesize it. The reactants are: CS(O[CH2:6][C:7]1[C:8]2[CH:16]=[C:15]([CH:17]3[CH2:22][CH2:21][CH2:20][CH2:19][CH2:18]3)[S:14][C:9]=2[N:10]=[C:11]([CH3:13])[N:12]=1)(=O)=O.[CH:23]1(CN)[CH2:27][CH2:26][CH2:25][CH2:24]1.C[CH2:31][N:32](C(C)C)C(C)C.C(=O)(O)[O-].[Na+]. (4) Given the product [Cl:10][C:7]1[CH:8]=[CH:9][C:4]([C:3]([N:14]([O:15][CH3:16])[CH3:13])=[O:11])=[CH:5][N:6]=1, predict the reactants needed to synthesize it. The reactants are: CO[C:3](=[O:11])[C:4]1[CH:9]=[CH:8][C:7]([Cl:10])=[N:6][CH:5]=1.Cl.[CH3:13][NH:14][O:15][CH3:16].C([Mg]Cl)(C)C. (5) Given the product [CH:1]([N:4]1[C:8]([C:9]2[S:10][C:11]3[CH2:12][CH2:13][O:14][C:15]4[CH:22]=[C:21]([C:23]5[CH:24]=[N:25][N:26]([CH2:28][CH2:29][O:30][P:31](=[O:32])([OH:40])[OH:48])[CH:27]=5)[CH:20]=[CH:19][C:16]=4[C:17]=3[N:18]=2)=[N:7][CH:6]=[N:5]1)([CH3:3])[CH3:2], predict the reactants needed to synthesize it. The reactants are: [CH:1]([N:4]1[C:8]([C:9]2[S:10][C:11]3[CH2:12][CH2:13][O:14][C:15]4[CH:22]=[C:21]([C:23]5[CH:24]=[N:25][N:26]([CH2:28][CH2:29][O:30][P:31](=[O:48])([O:40]CC6C=CC=CC=6)[O:32]CC6C=CC=CC=6)[CH:27]=5)[CH:20]=[CH:19][C:16]=4[C:17]=3[N:18]=2)=[N:7][CH:6]=[N:5]1)([CH3:3])[CH3:2]. (6) Given the product [Cl:9][C:4]1[CH:3]=[C:2]([N:1]=[C:11]([CH3:13])[CH3:10])[CH:7]=[CH:6][C:5]=1[OH:8], predict the reactants needed to synthesize it. The reactants are: [NH2:1][C:2]1[CH:7]=[CH:6][C:5]([OH:8])=[C:4]([Cl:9])[CH:3]=1.[CH3:10][C:11]([CH3:13])=O.